This data is from Forward reaction prediction with 1.9M reactions from USPTO patents (1976-2016). The task is: Predict the product of the given reaction. (1) Given the reactants [H-].[Al+3].[Li+].[H-].[H-].[H-].[CH2:7]([C:9]1[C:14]([C:15](OCC)=[O:16])=[CH:13][CH:12]=[CH:11][N:10]=1)[CH3:8], predict the reaction product. The product is: [CH2:7]([C:9]1[C:14]([CH2:15][OH:16])=[CH:13][CH:12]=[CH:11][N:10]=1)[CH3:8]. (2) Given the reactants [CH3:1][N:2]1[CH2:7][CH2:6][N:5]([C:8]2[CH:13]=[CH:12][C:11]([NH:14][C:15]3[N:20]=[CH:19][C:18]4=[CH:21][CH:22]=[C:23]([C:24]5[CH:25]=[C:26]([CH:30]=O)[CH:27]=[N:28][CH:29]=5)[N:17]4[N:16]=3)=[CH:10][CH:9]=2)[CH2:4][CH2:3]1.[CH3:32][S:33]([CH2:36][CH2:37][NH2:38])(=[O:35])=[O:34].Cl.C(O)(=O)C.C(O[BH-](OC(=O)C)OC(=O)C)(=O)C.[Na+], predict the reaction product. The product is: [CH3:32][S:33]([CH2:36][CH2:37][NH:38][CH2:30][C:26]1[CH:25]=[C:24]([C:23]2[N:17]3[C:18]([CH:19]=[N:20][C:15]([NH:14][C:11]4[CH:10]=[CH:9][C:8]([N:5]5[CH2:4][CH2:3][N:2]([CH3:1])[CH2:7][CH2:6]5)=[CH:13][CH:12]=4)=[N:16]3)=[CH:21][CH:22]=2)[CH:29]=[N:28][CH:27]=1)(=[O:35])=[O:34].